From a dataset of Drug-target binding data from BindingDB using Ki measurements. Regression. Given a target protein amino acid sequence and a drug SMILES string, predict the binding affinity score between them. We predict pKi (pKi = -log10(Ki in M); higher means stronger inhibition). Dataset: bindingdb_ki. The compound is O=C(c1cccc(C(F)(F)F)c1Cl)N1CCc2c(ncnc2-c2ccn[nH]2)C1. The target protein (Q64663) has sequence MPACCSWNDVFQYETNKVTRIQSVNYGTIKWILHMTVFSYVSFALMSDKLYQRKEPLISSVHTKVKGVAEVTENVTEGGVTKLVHGIFDTADYTLPLQGNSFFVMTNYLKSEGQEQKLCPEYPSRGKQCHSDQGCIKGWMDPQSKGIQTGRCIPYDQKRKTCEIFAWCPAEEGKEAPRPALLRSAENFTVLIKNNIDFPGHNYTTRNILPGMNISCTFHKTWNPQCPIFRLGDIFQEIGENFTEVAVQGGIMGIEIYWDCNLDSWSHRCQPKYSFRRLDDKYTNESLFPGYNFRYAKYYKENGMEKRTLIKAFGVRFDILVFGTGGKFDIIQLVVYIGSTLSYFGLATVCIDLIINTYASTCCRSRVYPSCKCCEPCAVNEYYYRKKCEPIVEPKPTLKYVSFVDEPHIWMVDQQLLGKSLQDVKGQEVPRPQTDFLELSRLSLSLHHSPPIPGQPEEMQLLQIEAVPRSRDSPDWCQCGNCLPSQLPENRRALEELCCR.... The pKi is 8.3.